Task: Predict the product of the given reaction.. Dataset: Forward reaction prediction with 1.9M reactions from USPTO patents (1976-2016) (1) Given the reactants [NH2:1][C:2]1[CH:11]=[CH:10][C:5]([C:6]([O:8][CH3:9])=[O:7])=[CH:4][C:3]=1[C:12]#[CH:13].Cl[C:15]1[CH:20]=[CH:19][N:18]=[C:17](NC)[N:16]=1.[CH2:23]([N:25](CC)CC)C, predict the reaction product. The product is: [NH2:1][C:2]1[CH:11]=[CH:10][C:5]([C:6]([O:8][CH3:9])=[O:7])=[CH:4][C:3]=1[C:12]#[C:13][C:19]1[CH:20]=[CH:15][N:16]([NH:25][CH3:23])[CH2:17][N:18]=1. (2) The product is: [CH2:1]([O:3][C:4]([C:6]1[C:7]2[S:15][CH:14]=[C:13]([CH3:16])[C:8]=2[C:9]([Cl:28])=[N:10][CH:11]=1)=[O:5])[CH3:2]. Given the reactants [CH2:1]([O:3][C:4]([C:6]1[C:7]2[S:15][CH:14]=[C:13]([CH3:16])[C:8]=2[C:9](=O)[NH:10][CH:11]=1)=[O:5])[CH3:2].C(N(CC)C(C)C)(C)C.P(Cl)(Cl)([Cl:28])=O.CN(C)C=O, predict the reaction product.